Predict the reactants needed to synthesize the given product. From a dataset of Full USPTO retrosynthesis dataset with 1.9M reactions from patents (1976-2016). (1) Given the product [Cl:25][C:22]1[CH:23]=[CH:24][C:5]([CH2:4][N:3]2[CH2:2][CH:7]([OH:8])[CH2:6]2)=[C:18]([CH:21]=1)[C:19]#[N:20], predict the reactants needed to synthesize it. The reactants are: C[CH2:2][N:3]([CH2:6][CH2:7][OH:8])[CH2:4][CH3:5].Cl.OC1CNC1.BrCC1[CH:24]=[CH:23][C:22]([Cl:25])=[CH:21][C:18]=1[C:19]#[N:20]. (2) Given the product [C:1]([O:5][C:6](=[O:30])[CH2:7][O:8][C:9]1[CH:18]=[CH:17][C:16]([F:19])=[C:15]2[C:10]=1[C:11]([CH3:29])=[C:12]([CH2:21][C:22]1[CH:23]=[CH:24][C:25]([Br:28])=[CH:26][CH:27]=1)[C:13]([O:20][CH:32]([F:34])[F:33])=[N:14]2)([CH3:4])([CH3:2])[CH3:3], predict the reactants needed to synthesize it. The reactants are: [C:1]([O:5][C:6](=[O:30])[CH2:7][O:8][C:9]1[CH:18]=[CH:17][C:16]([F:19])=[C:15]2[C:10]=1[C:11]([CH3:29])=[C:12]([CH2:21][C:22]1[CH:27]=[CH:26][C:25]([Br:28])=[CH:24][CH:23]=1)[C:13](=[O:20])[NH:14]2)([CH3:4])([CH3:3])[CH3:2].Cl[CH:32]([F:34])[F:33]. (3) Given the product [CH3:9][C:6]1[N:7]=[CH:8][C:3]([CH2:2][NH:1][C:19]([NH2:18])=[S:20])=[N:4][CH:5]=1, predict the reactants needed to synthesize it. The reactants are: [NH2:1][CH2:2][C:3]1[CH:8]=[N:7][C:6]([CH3:9])=[CH:5][N:4]=1.C([N:18]=[C:19]=[S:20])(=O)C1C=CC=CC=1.N.